From a dataset of Full USPTO retrosynthesis dataset with 1.9M reactions from patents (1976-2016). Predict the reactants needed to synthesize the given product. Given the product [CH3:13][N:14]([CH3:19])[S:15]([N:1]1[CH:5]=[CH:4][N:3]=[CH:2]1)(=[O:17])=[O:16], predict the reactants needed to synthesize it. The reactants are: [NH:1]1[CH:5]=[CH:4][N:3]=[CH:2]1.C(N(CC)CC)C.[CH3:13][N:14]([CH3:19])[S:15](Cl)(=[O:17])=[O:16].